Dataset: Forward reaction prediction with 1.9M reactions from USPTO patents (1976-2016). Task: Predict the product of the given reaction. (1) Given the reactants [Cl:1][C:2]1[CH:3]=[C:4]([C:11]([CH3:23])([CH3:22])[CH2:12][C:13]([C:18]([F:21])([F:20])[F:19])([OH:17])[CH2:14][C:15]#[CH:16])[C:5]2[O:9][CH2:8][CH2:7][C:6]=2[CH:10]=1.[Br:24][C:25]1[CH:30]=[CH:29][C:28]([NH:31][S:32]([C:35]2[CH:40]=[CH:39][CH:38]=[CH:37][CH:36]=2)(=[O:34])=[O:33])=[C:27](I)[CH:26]=1, predict the reaction product. The product is: [C:35]1([S:32]([N:31]2[C:28]3[C:29](=[CH:30][C:25]([Br:24])=[CH:26][CH:27]=3)[CH:16]=[C:15]2[CH2:14][C:13]([OH:17])([CH2:12][C:11]([C:4]2[C:5]3[O:9][CH2:8][CH2:7][C:6]=3[CH:10]=[C:2]([Cl:1])[CH:3]=2)([CH3:23])[CH3:22])[C:18]([F:21])([F:19])[F:20])(=[O:34])=[O:33])[CH:40]=[CH:39][CH:38]=[CH:37][CH:36]=1. (2) Given the reactants [C:1]([NH:18][C@H:19]([C:23]([OH:25])=[O:24])[CH:20]([CH3:22])[CH3:21])([O:3][CH2:4][CH:5]1[C:17]2[C:12](=[CH:13][CH:14]=[CH:15][CH:16]=2)[C:11]2[C:6]1=[CH:7][CH:8]=[CH:9][CH:10]=2)=[O:2].CCN(C(C)C)C(C)C.[Cl-].O[C@H:37](/[CH:57]=[CH:58]/[CH2:59][CH2:60][S:61][C:62]([C:75]1[CH:80]=[CH:79][CH:78]=[CH:77][CH:76]=1)([C:69]1[CH:74]=[CH:73][CH:72]=[CH:71][CH:70]=1)[C:63]1[CH:68]=[CH:67][CH:66]=[CH:65][CH:64]=1)[CH2:38][C:39]([NH:41][CH2:42][C:43]1[N:48]=[C:47]([CH2:49][N:50]([CH3:56])[CH2:51][C:52]([O:54][CH3:55])=[O:53])[CH:46]=[CH:45][CH:44]=1)=[O:40], predict the reaction product. The product is: [CH:7]1[C:6]2[CH:5]([CH2:4][O:3][C:1]([NH:18][C@H:19]([CH:20]([CH3:21])[CH3:22])[C:23]([O:25][C@H:37](/[CH:57]=[CH:58]/[CH2:59][CH2:60][S:61][C:62]([C:75]3[CH:80]=[CH:79][CH:78]=[CH:77][CH:76]=3)([C:69]3[CH:74]=[CH:73][CH:72]=[CH:71][CH:70]=3)[C:63]3[CH:64]=[CH:65][CH:66]=[CH:67][CH:68]=3)[CH2:38][C:39]([NH:41][CH2:42][C:43]3[CH:44]=[CH:45][CH:46]=[C:47]([CH2:49][N:50]([CH2:51][C:52]([O:54][CH3:55])=[O:53])[CH3:56])[N:48]=3)=[O:40])=[O:24])=[O:2])[C:17]3[C:12](=[CH:13][CH:14]=[CH:15][CH:16]=3)[C:11]=2[CH:10]=[CH:9][CH:8]=1. (3) Given the reactants [C:1]([O:5][C:6](=[O:16])[NH:7][C:8]1[N:13]=[C:12]([CH2:14]O)[CH:11]=[CH:10][N:9]=1)([CH3:4])([CH3:3])[CH3:2].CCN(S(F)(F)[F:23])CC, predict the reaction product. The product is: [C:1]([O:5][C:6](=[O:16])[NH:7][C:8]1[N:13]=[C:12]([CH2:14][F:23])[CH:11]=[CH:10][N:9]=1)([CH3:4])([CH3:3])[CH3:2].